Dataset: Forward reaction prediction with 1.9M reactions from USPTO patents (1976-2016). Task: Predict the product of the given reaction. (1) Given the reactants [CH2:1]([C@H:8]1[CH2:16][O:15][CH2:14][C@H:13]([NH:17][C:18]([O:20][C:21]([CH3:24])([CH3:23])[CH3:22])=[O:19])[C:12](=[O:25])[O:11][C@@H:10]([CH3:26])[C@@H:9]1[O:27]/[CH:28]=[CH:29]/[C:30]([O:32][CH3:33])=[O:31])[C:2]1[CH:7]=[CH:6][CH:5]=[CH:4][CH:3]=1, predict the reaction product. The product is: [CH2:1]([C@H:8]1[CH2:16][O:15][CH2:14][C@H:13]([NH:17][C:18]([O:20][C:21]([CH3:22])([CH3:23])[CH3:24])=[O:19])[C:12](=[O:25])[O:11][C@@H:10]([CH3:26])[C@@H:9]1[O:27][CH2:28][CH2:29][C:30]([O:32][CH3:33])=[O:31])[C:2]1[CH:7]=[CH:6][CH:5]=[CH:4][CH:3]=1. (2) Given the reactants [OH:1][C@H:2]([CH2:41][OH:42])[CH2:3][CH2:4][O:5][C:6]1[CH:11]=[C:10]([CH3:12])[C:9]([C:13]2[C:18]([F:19])=[CH:17][C:16]([F:20])=[C:15]([CH2:21][O:22][C:23]3[N:28]=[CH:27][C:26]4[C@@H:29]5[C@@H:32]([C:33]([O:35]C(C)(C)C)=[O:34])[C@@H:30]5[CH2:31][C:25]=4[CH:24]=3)[CH:14]=2)=[C:8]([CH3:40])[CH:7]=1.[OH-].[Na+:44], predict the reaction product. The product is: [OH:1][C@H:2]([CH2:41][OH:42])[CH2:3][CH2:4][O:5][C:6]1[CH:11]=[C:10]([CH3:12])[C:9]([C:13]2[C:18]([F:19])=[CH:17][C:16]([F:20])=[C:15]([CH2:21][O:22][C:23]3[N:28]=[CH:27][C:26]4[C@@H:29]5[C@@H:32]([C:33]([O-:35])=[O:34])[C@@H:30]5[CH2:31][C:25]=4[CH:24]=3)[CH:14]=2)=[C:8]([CH3:40])[CH:7]=1.[Na+:44]. (3) Given the reactants [OH:1][C:2]1[C:3]([CH:8]2[CH2:13][CH2:12][C:11](=O)[CH2:10][CH2:9]2)=[N:4][CH:5]=[CH:6][CH:7]=1.[NH:15]1[CH2:18][CH:17]([NH:19][C:20]([CH2:22][NH:23][C:24](=[O:35])[C:25]2[CH:30]=[CH:29][CH:28]=[C:27]([C:31]([F:34])([F:33])[F:32])[CH:26]=2)=[O:21])[CH2:16]1, predict the reaction product. The product is: [OH:1][C:2]1[C:3]([CH:8]2[CH2:13][CH2:12][CH:11]([N:15]3[CH2:18][CH:17]([NH:19][C:20]([CH2:22][NH:23][C:24](=[O:35])[C:25]4[CH:30]=[CH:29][CH:28]=[C:27]([C:31]([F:34])([F:32])[F:33])[CH:26]=4)=[O:21])[CH2:16]3)[CH2:10][CH2:9]2)=[N:4][CH:5]=[CH:6][CH:7]=1. (4) Given the reactants [C:1]([O:5][C:6](=[O:9])[NH:7][NH2:8])([CH3:4])([CH3:3])[CH3:2].C(=O)([O-])[O-].[K+].[K+].Br.Br[CH2:18][C:19]#[C:20][C:21]1[CH:22]=[N:23][CH:24]=[CH:25][CH:26]=1, predict the reaction product. The product is: [C:1]([O:5][C:6]([NH:7][NH:8][CH2:18][C:19]#[C:20][C:21]1[CH:22]=[N:23][CH:24]=[CH:25][CH:26]=1)=[O:9])([CH3:4])([CH3:3])[CH3:2]. (5) Given the reactants [C:1]([O:5][C:6](=[O:13])[NH:7][C@H:8]1[CH2:11][C@H:10]([OH:12])[CH2:9]1)([CH3:4])([CH3:3])[CH3:2].C(N(CC)CC)C.[CH3:21][S:22](Cl)(=[O:24])=[O:23], predict the reaction product. The product is: [CH3:21][S:22]([O:12][C@H:10]1[CH2:11][C@H:8]([NH:7][C:6]([O:5][C:1]([CH3:4])([CH3:2])[CH3:3])=[O:13])[CH2:9]1)(=[O:24])=[O:23]. (6) Given the reactants [NH2:1][C:2]1[CH:7]=[CH:6][CH:5]=[CH:4][CH:3]=1.[N:8]([O-])=O.[Na+].C([O-])(=O)C.[Na+].[C:17]([CH2:20][C:21](=[O:23])[CH3:22])(=[O:19])[CH3:18], predict the reaction product. The product is: [C:2]1([NH:1][N:8]=[C:20]([C:21](=[O:23])[CH3:22])[C:17](=[O:19])[CH3:18])[CH:7]=[CH:6][CH:5]=[CH:4][CH:3]=1. (7) Given the reactants [Cl:1][C:2]1[CH:3]=[C:4]2[N:11]=[CH:10][CH2:9][N:5]2[C:6](=[O:8])[N:7]=1.[H-].[Na+].[C:14]([O:20]CCl)(=O)[C:15]([CH3:18])([CH3:17])[CH3:16].[CH3:23]N(C)C=O, predict the reaction product. The product is: [Cl:1][C:2]1[CH:3]=[C:4]2[N:11]([C:14](=[O:20])[C:15]([CH3:18])([CH3:17])[CH2:16][CH3:23])[CH:10]=[CH:9][N:5]2[C:6](=[O:8])[N:7]=1. (8) Given the reactants [C:1]([CH2:4][CH2:5][C:6]1[C:18]([CH2:19][CH2:20][CH2:21][CH2:22][CH2:23][CH2:24][O:25][C:26]2[CH:31]=[C:30]([C:32]3[CH:36]=[CH:35][S:34][CH:33]=3)[CH:29]=[C:28]([C:37](=[O:41])[N:38]([CH3:40])[CH3:39])[CH:27]=2)=[CH:17][CH:16]=[CH:15][C:7]=1[O:8][CH2:9][CH2:10][CH2:11][C:12]([OH:14])=[O:13])([OH:3])=[O:2].C(O[C:45]([CH2:47][CH2:48]C1C(OCCCC(OCC)=O)=CC=CC=1CCCCCCOC1C=C(C=C(C2C=CSC=2)C=1)C(O)=O)=O)C.N1CCCCC1, predict the reaction product. The product is: [C:1]([CH2:4][CH2:5][C:6]1[C:18]([CH2:19][CH2:20][CH2:21][CH2:22][CH2:23][CH2:24][O:25][C:26]2[CH:31]=[C:30]([C:32]3[CH:36]=[CH:35][S:34][CH:33]=3)[CH:29]=[C:28]([C:37]([N:38]3[CH2:40][CH2:48][CH2:47][CH2:45][CH2:39]3)=[O:41])[CH:27]=2)=[CH:17][CH:16]=[CH:15][C:7]=1[O:8][CH2:9][CH2:10][CH2:11][C:12]([OH:14])=[O:13])([OH:3])=[O:2]. (9) Given the reactants [CH2:1]([C:4]1([S:7]([N:10]2[C:14]3=[CH:15][C:16]4[O:20][CH:19]=[N:18][C:17]=4[C:21]([F:22])=[C:13]3[N:12]([C:23]3[CH:28]=[CH:27][C:26]([Br:29])=[CH:25][C:24]=3[Cl:30])C2=O)(=[O:9])=[O:8])[CH2:6][CH2:5]1)[CH:2]=[CH2:3].C[Si](C)(C)[O-].[K+].[NH4+].[Cl-], predict the reaction product. The product is: [CH2:1]([C:4]1([S:7]([NH:10][C:14]2[C:13]([NH:12][C:23]3[CH:28]=[CH:27][C:26]([Br:29])=[CH:25][C:24]=3[Cl:30])=[C:21]([F:22])[C:17]3[N:18]=[CH:19][O:20][C:16]=3[CH:15]=2)(=[O:9])=[O:8])[CH2:6][CH2:5]1)[CH:2]=[CH2:3]. (10) The product is: [CH3:1][O:2][C:3]([C:5]1[C:6]([CH:25]([CH3:26])[CH3:27])=[N:7][C:8]2[C:13]([C:14]=1[C:31]1[CH:32]=[CH:33][C:34]([F:35])=[C:29]([Cl:28])[CH:30]=1)=[CH:12][C:11]([Cl:23])=[CH:10][C:9]=2[Cl:24])=[O:4]. Given the reactants [CH3:1][O:2][C:3]([C:5]1[C:6]([CH:25]([CH3:27])[CH3:26])=[N:7][C:8]2[C:13]([C:14]=1OS(C(F)(F)F)(=O)=O)=[CH:12][C:11]([Cl:23])=[CH:10][C:9]=2[Cl:24])=[O:4].[Cl:28][C:29]1[CH:30]=[C:31](B(O)O)[CH:32]=[CH:33][C:34]=1[F:35].[O-]P([O-])([O-])=O.[K+].[K+].[K+], predict the reaction product.